Dataset: Full USPTO retrosynthesis dataset with 1.9M reactions from patents (1976-2016). Task: Predict the reactants needed to synthesize the given product. (1) Given the product [CH2:1]([N:8]1[CH2:38][CH2:37][CH:29]([C:30]([O:32][C:33]([CH3:36])([CH3:35])[CH3:34])=[O:31])[N:11]([CH2:12][C:13]2[CH:18]=[CH:17][CH:16]=[CH:15][CH:14]=2)[CH2:10][CH2:9]1)[C:2]1[CH:3]=[CH:4][CH:5]=[CH:6][CH:7]=1, predict the reactants needed to synthesize it. The reactants are: [CH2:1]([NH:8][CH2:9][CH2:10][NH:11][CH2:12][C:13]1[CH:18]=[CH:17][CH:16]=[CH:15][CH:14]=1)[C:2]1[CH:7]=[CH:6][CH:5]=[CH:4][CH:3]=1.C(N(C(C)C)CC)(C)C.Br[CH:29]([CH2:37][CH2:38]Br)[C:30]([O:32][C:33]([CH3:36])([CH3:35])[CH3:34])=[O:31]. (2) Given the product [N:27]1[C:28]2[C:23](=[CH:22][C:21]([C:9]3[C:8]4[C:12](=[CH:13][CH:14]=[C:6]([C:4]5[NH:31][N:32]=[C:33]([CH2:34][N:35]6[CH2:40][CH2:39][O:38][CH2:37][CH2:36]6)[N:5]=5)[CH:7]=4)[NH:11][N:10]=3)=[CH:30][CH:29]=2)[CH:24]=[CH:25][CH:26]=1, predict the reactants needed to synthesize it. The reactants are: C(O[C:4]([C:6]1[CH:7]=[C:8]2[C:12](=[CH:13][CH:14]=1)[N:11](C1CCCCO1)[N:10]=[C:9]2[C:21]1[CH:22]=[C:23]2[C:28](=[CH:29][CH:30]=1)[N:27]=[CH:26][CH:25]=[CH:24]2)=[NH:5])C.[NH2:31][NH:32][C:33](=O)[CH2:34][N:35]1[CH2:40][CH2:39][O:38][CH2:37][CH2:36]1. (3) Given the product [C:1]([C:3]1[CH:8]=[CH:7][C:6]([N:9]([CH2:14][C:15]([F:16])([F:18])[F:17])[CH2:10][C:11]([NH:29][CH:23]2[CH2:28][CH2:27][CH2:26][CH2:25][CH2:24]2)=[O:13])=[CH:5][C:4]=1[C:19]([F:20])([F:21])[F:22])#[N:2], predict the reactants needed to synthesize it. The reactants are: [C:1]([C:3]1[CH:8]=[CH:7][C:6]([N:9]([CH2:14][C:15]([F:18])([F:17])[F:16])[CH2:10][C:11]([OH:13])=O)=[CH:5][C:4]=1[C:19]([F:22])([F:21])[F:20])#[N:2].[CH:23]1([NH2:29])[CH2:28][CH2:27][CH2:26][CH2:25][CH2:24]1. (4) Given the product [Cl:35][C:22]1[CH:21]=[C:20]([NH:19][C:17]2[N:16]=[CH:15][N:14]=[C:13]3[NH:12][N:11]=[C:10]([O:9][CH2:8][CH2:7][N:1]4[CH2:5][CH2:4][CH2:3][CH2:2]4)[C:18]=23)[CH:25]=[CH:24][C:23]=1[O:26][CH2:27][C:28]1[CH:33]=[CH:32][CH:31]=[C:30]([F:34])[CH:29]=1, predict the reactants needed to synthesize it. The reactants are: [NH:1]1[CH2:5][CH2:4][CH2:3][CH2:2]1.Cl[CH2:7][CH2:8][O:9][C:10]1[C:18]2[C:13](=[N:14][CH:15]=[N:16][C:17]=2[NH:19][C:20]2[CH:25]=[CH:24][C:23]([O:26][CH2:27][C:28]3[CH:33]=[CH:32][CH:31]=[C:30]([F:34])[CH:29]=3)=[C:22]([Cl:35])[CH:21]=2)[NH:12][N:11]=1.